Dataset: Forward reaction prediction with 1.9M reactions from USPTO patents (1976-2016). Task: Predict the product of the given reaction. (1) Given the reactants [F:1][C:2]1[CH:16]=[C:15]([CH2:17][OH:18])[CH:14]=[CH:13][C:3]=1[O:4][C:5]1[CH:6]=[C:7]([CH:10]=[CH:11][CH:12]=1)[C:8]#[N:9].Cl[C:20]1[CH:30]=[C:24]2[N:25]([CH3:29])[CH2:26][CH2:27][CH2:28][N:23]2[C:22](=[O:31])[N:21]=1, predict the reaction product. The product is: [F:1][C:2]1[CH:16]=[C:15]([CH2:17][O:18][C:20]2[CH:30]=[C:24]3[N:25]([CH3:29])[CH2:26][CH2:27][CH2:28][N:23]3[C:22](=[O:31])[N:21]=2)[CH:14]=[CH:13][C:3]=1[O:4][C:5]1[CH:6]=[C:7]([CH:10]=[CH:11][CH:12]=1)[C:8]#[N:9]. (2) Given the reactants C([O:3][C:4](=[O:42])[CH2:5][N:6]([S:33]([N:36]1[CH2:41][CH2:40][O:39][CH2:38][CH2:37]1)(=[O:35])=[O:34])[CH2:7][C:8]1[CH:13]=[CH:12][CH:11]=[C:10]([O:14][CH2:15][CH2:16][C:17]2[N:18]=[C:19]([C:23]3[CH:28]=[CH:27][C:26]([C:29]([F:32])([F:31])[F:30])=[CH:25][CH:24]=3)[O:20][C:21]=2[CH3:22])[CH:9]=1)C.O.[OH-].[Li+], predict the reaction product. The product is: [N:36]1([S:33]([N:6]([CH2:5][C:4]([OH:42])=[O:3])[CH2:7][C:8]2[CH:13]=[CH:12][CH:11]=[C:10]([O:14][CH2:15][CH2:16][C:17]3[N:18]=[C:19]([C:23]4[CH:28]=[CH:27][C:26]([C:29]([F:31])([F:30])[F:32])=[CH:25][CH:24]=4)[O:20][C:21]=3[CH3:22])[CH:9]=2)(=[O:34])=[O:35])[CH2:41][CH2:40][O:39][CH2:38][CH2:37]1. (3) Given the reactants [CH3:1][O:2][C:3]1[C:11]([CH2:12][CH:13]([NH:27][C:28](=[O:45])[CH2:29][CH2:30][C:31]2([CH3:44])[O:39][CH:38]3[C:33]([CH3:43])([CH:34]4[CH2:40][CH:36]([CH2:37]3)[C:35]4([CH3:42])[CH3:41])[O:32]2)[B:14]2[O:22][CH:21]3[C:16]([CH3:26])([CH:17]4[CH2:23][CH:19]([CH2:20]3)[C:18]4([CH3:25])[CH3:24])[O:15]2)=[CH:10][CH:9]=[CH:8][C:4]=1[C:5]([OH:7])=[O:6].[CH:46]1([CH2:52][O:53][C:54](=[O:58])[O:55][CH2:56]Cl)[CH2:51][CH2:50][CH2:49][CH2:48][CH2:47]1, predict the reaction product. The product is: [CH:46]1([CH2:52][O:53][C:54]([O:55][CH2:56][O:6][C:5](=[O:7])[C:4]2[CH:8]=[CH:9][CH:10]=[C:11]([CH2:12][CH:13]([NH:27][C:28](=[O:45])[CH2:29][CH2:30][C:31]3([CH3:44])[O:39][CH:38]4[C:33]([CH3:43])([CH:34]5[CH2:40][CH:36]([CH2:37]4)[C:35]5([CH3:42])[CH3:41])[O:32]3)[B:14]3[O:22][CH:21]4[C:16]([CH3:26])([CH:17]5[CH2:23][CH:19]([CH2:20]4)[C:18]5([CH3:25])[CH3:24])[O:15]3)[C:3]=2[O:2][CH3:1])=[O:58])[CH2:51][CH2:50][CH2:49][CH2:48][CH2:47]1. (4) The product is: [CH2:1]([O:3][P:4]([CH2:9][C:10]1[CH:15]=[CH:14][C:13]([NH:16][C:17]2[N:22]=[C:21]([NH:39][C:38]3[CH:40]=[CH:41][CH:42]=[CH:43][C:37]=3[C:35]([N:30]3[CH2:34][CH2:33][CH2:32][CH2:31]3)=[O:36])[C:20]([C:24]([F:27])([F:26])[F:25])=[CH:19][N:18]=2)=[C:12]([O:28][CH3:29])[CH:11]=1)(=[O:8])[O:5][CH2:6][CH3:7])[CH3:2]. Given the reactants [CH2:1]([O:3][P:4]([CH2:9][C:10]1[CH:15]=[CH:14][C:13]([NH:16][C:17]2[N:22]=[C:21](Cl)[C:20]([C:24]([F:27])([F:26])[F:25])=[CH:19][N:18]=2)=[C:12]([O:28][CH3:29])[CH:11]=1)(=[O:8])[O:5][CH2:6][CH3:7])[CH3:2].[N:30]1([C:35]([C:37]2[CH:43]=[CH:42][CH:41]=[CH:40][C:38]=2[NH2:39])=[O:36])[CH2:34][CH2:33][CH2:32][CH2:31]1, predict the reaction product. (5) The product is: [F:1][C:2]1[CH:3]=[C:4]([CH:15]([CH3:20])[C:16]([O:18][CH3:19])=[O:17])[CH:5]=[CH:6][C:7]=1[C:8]1[CH:13]=[CH:12][CH:11]=[CH:10][C:9]=1[O:14][C:28](=[O:29])[NH:27][CH2:21][CH2:22][CH2:23][CH2:24][CH2:25][CH3:26]. Given the reactants [F:1][C:2]1[CH:3]=[C:4]([CH:15]([CH3:20])[C:16]([O:18][CH3:19])=[O:17])[CH:5]=[CH:6][C:7]=1[C:8]1[CH:13]=[CH:12][CH:11]=[CH:10][C:9]=1[OH:14].[CH2:21]([N:27]=[C:28]=[O:29])[CH2:22][CH2:23][CH2:24][CH2:25][CH3:26], predict the reaction product. (6) Given the reactants C1(P(C2CCCCC2)C2C=CC=CC=2C2C(C(C)C)=CC(C(C)C)=CC=2C(C)C)CCCCC1.[O:35]1[CH2:40][CH2:39][N:38]([C:41]2[C:46]([NH2:47])=[CH:45][C:44]([N:48]3[CH2:53][CH2:52][O:51][CH2:50][CH2:49]3)=[CH:43][N:42]=2)[CH2:37][CH2:36]1.Cl[C:55]1[C:64]2[C:59](=[CH:60][C:61]([F:66])=[CH:62][C:63]=2[F:65])[N:58]=[C:57]([C:67]2[CH:68]=[N:69][C:70]([CH3:73])=[CH:71][CH:72]=2)[C:56]=1[CH3:74].CC(C)([O-])C.[Na+], predict the reaction product. The product is: [O:35]1[CH2:40][CH2:39][N:38]([C:41]2[C:46]([NH:47][C:55]3[C:64]4[C:59](=[CH:60][C:61]([F:66])=[CH:62][C:63]=4[F:65])[N:58]=[C:57]([C:67]4[CH:68]=[N:69][C:70]([CH3:73])=[CH:71][CH:72]=4)[C:56]=3[CH3:74])=[CH:45][C:44]([N:48]3[CH2:49][CH2:50][O:51][CH2:52][CH2:53]3)=[CH:43][N:42]=2)[CH2:37][CH2:36]1. (7) Given the reactants [CH3:1][N:2]1[C:7](=[O:8])[CH:6]=[C:5]([N:9]2[CH2:14][CH2:13][O:12][CH2:11][CH2:10]2)[N:4]=[C:3]1[CH2:15][C:16]([O-:18])=O.[Na+].[NH:20]1[C:28]2[CH:27]=[CH:26][CH:25]=[C:24]([OH:29])[C:23]=2[CH2:22][CH2:21]1.Cl.CN(C)CCCN=C=NCC, predict the reaction product. The product is: [OH:29][C:24]1[CH:25]=[CH:26][CH:27]=[C:28]2[C:23]=1[CH2:22][CH2:21][N:20]2[C:16](=[O:18])[CH2:15][C:3]1[N:2]([CH3:1])[C:7](=[O:8])[CH:6]=[C:5]([N:9]2[CH2:10][CH2:11][O:12][CH2:13][CH2:14]2)[N:4]=1.